This data is from NCI-60 drug combinations with 297,098 pairs across 59 cell lines. The task is: Regression. Given two drug SMILES strings and cell line genomic features, predict the synergy score measuring deviation from expected non-interaction effect. (1) Drug 1: CCC1=CC2CC(C3=C(CN(C2)C1)C4=CC=CC=C4N3)(C5=C(C=C6C(=C5)C78CCN9C7C(C=CC9)(C(C(C8N6C)(C(=O)OC)O)OC(=O)C)CC)OC)C(=O)OC.C(C(C(=O)O)O)(C(=O)O)O. Drug 2: CN1C(=O)N2C=NC(=C2N=N1)C(=O)N. Cell line: SK-MEL-28. Synergy scores: CSS=37.3, Synergy_ZIP=2.23, Synergy_Bliss=3.15, Synergy_Loewe=-38.2, Synergy_HSA=0.547. (2) Drug 1: CNC(=O)C1=CC=CC=C1SC2=CC3=C(C=C2)C(=NN3)C=CC4=CC=CC=N4. Drug 2: C1CC(=O)NC(=O)C1N2CC3=C(C2=O)C=CC=C3N. Cell line: T-47D. Synergy scores: CSS=4.74, Synergy_ZIP=0.0737, Synergy_Bliss=2.02, Synergy_Loewe=1.46, Synergy_HSA=1.44. (3) Drug 1: CC1=CC2C(CCC3(C2CCC3(C(=O)C)OC(=O)C)C)C4(C1=CC(=O)CC4)C. Drug 2: CC=C1C(=O)NC(C(=O)OC2CC(=O)NC(C(=O)NC(CSSCCC=C2)C(=O)N1)C(C)C)C(C)C. Cell line: NCI/ADR-RES. Synergy scores: CSS=2.49, Synergy_ZIP=-0.648, Synergy_Bliss=-0.249, Synergy_Loewe=0.611, Synergy_HSA=0.0834. (4) Drug 1: CC1OCC2C(O1)C(C(C(O2)OC3C4COC(=O)C4C(C5=CC6=C(C=C35)OCO6)C7=CC(=C(C(=C7)OC)O)OC)O)O. Drug 2: C1CNP(=O)(OC1)N(CCCl)CCCl. Cell line: NCI-H522. Synergy scores: CSS=20.6, Synergy_ZIP=-6.19, Synergy_Bliss=-1.48, Synergy_Loewe=-25.0, Synergy_HSA=-1.79. (5) Drug 1: CC1=CC=C(C=C1)C2=CC(=NN2C3=CC=C(C=C3)S(=O)(=O)N)C(F)(F)F. Cell line: RPMI-8226. Synergy scores: CSS=42.0, Synergy_ZIP=7.75, Synergy_Bliss=8.81, Synergy_Loewe=-15.8, Synergy_HSA=0.409. Drug 2: C1CCC(C(C1)N)N.C(=O)(C(=O)[O-])[O-].[Pt+4]. (6) Drug 1: C1=CN(C(=O)N=C1N)C2C(C(C(O2)CO)O)O.Cl. Drug 2: C1CN1C2=NC(=NC(=N2)N3CC3)N4CC4. Cell line: TK-10. Synergy scores: CSS=27.1, Synergy_ZIP=-10.9, Synergy_Bliss=-3.15, Synergy_Loewe=-15.0, Synergy_HSA=1.33. (7) Drug 1: C1=CC(=C2C(=C1NCCNCCO)C(=O)C3=C(C=CC(=C3C2=O)O)O)NCCNCCO. Drug 2: CC1=C(N=C(N=C1N)C(CC(=O)N)NCC(C(=O)N)N)C(=O)NC(C(C2=CN=CN2)OC3C(C(C(C(O3)CO)O)O)OC4C(C(C(C(O4)CO)O)OC(=O)N)O)C(=O)NC(C)C(C(C)C(=O)NC(C(C)O)C(=O)NCCC5=NC(=CS5)C6=NC(=CS6)C(=O)NCCC[S+](C)C)O. Cell line: SK-OV-3. Synergy scores: CSS=57.7, Synergy_ZIP=2.74, Synergy_Bliss=2.28, Synergy_Loewe=-3.31, Synergy_HSA=3.84. (8) Drug 1: CC1=C(C(=CC=C1)Cl)NC(=O)C2=CN=C(S2)NC3=CC(=NC(=N3)C)N4CCN(CC4)CCO. Drug 2: CN(CC1=CN=C2C(=N1)C(=NC(=N2)N)N)C3=CC=C(C=C3)C(=O)NC(CCC(=O)O)C(=O)O. Cell line: OVCAR-4. Synergy scores: CSS=28.2, Synergy_ZIP=-0.287, Synergy_Bliss=0.280, Synergy_Loewe=-10.4, Synergy_HSA=-0.265. (9) Drug 1: C1C(C(OC1N2C=C(C(=O)NC2=O)F)CO)O. Drug 2: CC1=C(C=C(C=C1)C(=O)NC2=CC(=CC(=C2)C(F)(F)F)N3C=C(N=C3)C)NC4=NC=CC(=N4)C5=CN=CC=C5. Cell line: HCC-2998. Synergy scores: CSS=23.7, Synergy_ZIP=-2.45, Synergy_Bliss=-5.33, Synergy_Loewe=-20.6, Synergy_HSA=-3.98.